Dataset: Forward reaction prediction with 1.9M reactions from USPTO patents (1976-2016). Task: Predict the product of the given reaction. Given the reactants C(OC([N:8]1[CH2:13][CH2:12][C:11](O)([C:14]2[CH:19]=[CH:18][CH:17]=[C:16]([S:20][CH3:21])[CH:15]=2)[CH2:10][CH2:9]1)=O)(C)(C)C.FC(F)(F)C(O)=O, predict the reaction product. The product is: [CH3:21][S:20][C:16]1[CH:15]=[C:14]([C:11]2[CH2:12][CH2:13][NH:8][CH2:9][CH:10]=2)[CH:19]=[CH:18][CH:17]=1.